From a dataset of Full USPTO retrosynthesis dataset with 1.9M reactions from patents (1976-2016). Predict the reactants needed to synthesize the given product. (1) Given the product [Cl:1][C:2]1[C:10]2[C:9]([NH:13][NH2:14])=[N:8][CH:7]=[N:6][C:5]=2[S:4][CH:3]=1, predict the reactants needed to synthesize it. The reactants are: [Cl:1][C:2]1[C:10]2[C:9](Cl)=[N:8][CH:7]=[N:6][C:5]=2[S:4][CH:3]=1.O.[NH2:13][NH2:14]. (2) Given the product [CH2:36]([O:1][C:2]1[CH:3]=[C:4]([CH:31]=[CH:32][C:33]=1[O:34][CH3:35])[CH2:5][CH:6]1[C:15]2[C:10](=[CH:11][C:12]([O:18][CH3:19])=[C:13]([O:16][CH3:17])[CH:14]=2)[CH2:9][CH2:8][N:7]1[CH2:20][C:21]([NH:23][CH2:24][C:25]1[CH:30]=[CH:29][CH:28]=[CH:27][CH:26]=1)=[O:22])[CH2:37][CH2:38][CH3:39], predict the reactants needed to synthesize it. The reactants are: [OH:1][C:2]1[CH:3]=[C:4]([CH:31]=[CH:32][C:33]=1[O:34][CH3:35])[CH2:5][CH:6]1[C:15]2[C:10](=[CH:11][C:12]([O:18][CH3:19])=[C:13]([O:16][CH3:17])[CH:14]=2)[CH2:9][CH2:8][N:7]1[CH2:20][C:21]([NH:23][CH2:24][C:25]1[CH:30]=[CH:29][CH:28]=[CH:27][CH:26]=1)=[O:22].[CH2:36](Br)[CH2:37][CH2:38][CH3:39]. (3) Given the product [N:1]1[CH:6]=[CH:5][CH:4]=[CH:3][C:2]=1[C:7]1[NH:8][C:9]2[C:14]([CH:15]=1)=[CH:13][CH:12]=[CH:11][C:10]=2[NH:16][S:22]([C:18]1[S:17][CH:21]=[CH:20][CH:19]=1)(=[O:24])=[O:23], predict the reactants needed to synthesize it. The reactants are: [N:1]1[CH:6]=[CH:5][CH:4]=[CH:3][C:2]=1[C:7]1[NH:8][C:9]2[C:14]([CH:15]=1)=[CH:13][CH:12]=[CH:11][C:10]=2[NH2:16].[S:17]1[CH:21]=[CH:20][CH:19]=[C:18]1[S:22](Cl)(=[O:24])=[O:23]. (4) Given the product [Cl:1][C:2]1[CH:7]=[CH:6][C:5]([C@H:8]2[N:15]3[C:11]([S:12][C:13]([C:19]([N:21]4[C@H:28]([CH2:29][CH3:30])[CH2:27][CH2:26][C@H:22]4[C:23]([NH2:40])=[O:25])=[O:20])=[C:14]3[CH:16]([CH3:18])[CH3:17])=[N:10][C@:9]2([C:32]2[CH:37]=[CH:36][C:35]([Cl:38])=[CH:34][CH:33]=2)[CH3:31])=[CH:4][CH:3]=1, predict the reactants needed to synthesize it. The reactants are: [Cl:1][C:2]1[CH:7]=[CH:6][C:5]([C@H:8]2[N:15]3[C:11]([S:12][C:13]([C:19]([N:21]4[C@H:28]([CH2:29][CH3:30])[CH2:27][CH2:26][C@H:22]4[C:23]([OH:25])=O)=[O:20])=[C:14]3[CH:16]([CH3:18])[CH3:17])=[N:10][C@:9]2([C:32]2[CH:37]=[CH:36][C:35]([Cl:38])=[CH:34][CH:33]=2)[CH3:31])=[CH:4][CH:3]=1.[Cl-].[NH4+:40]. (5) Given the product [C:13]([C:2]1[CH:11]=[CH:10][C:5]([C:6]([O:8][CH3:9])=[O:7])=[C:4]([F:12])[CH:3]=1)(=[O:15])[CH3:14], predict the reactants needed to synthesize it. The reactants are: Br[C:2]1[CH:11]=[CH:10][C:5]([C:6]([O:8][CH3:9])=[O:7])=[C:4]([F:12])[CH:3]=1.[CH:13]([O:15]CCCC)=[CH2:14].C1(P(C2C=CC=CC=2)CCCP(C2C=CC=CC=2)C2C=CC=CC=2)C=CC=CC=1.C(=O)([O-])[O-].[K+].[K+].Cl. (6) Given the product [OH:8][N:7]=[C:6]([Cl:14])[C:5]1[CH:9]=[CH:10][CH:11]=[C:3]([C:2]([F:12])([F:13])[F:1])[CH:4]=1, predict the reactants needed to synthesize it. The reactants are: [F:1][C:2]([F:13])([F:12])[C:3]1[CH:4]=[C:5]([CH:9]=[CH:10][CH:11]=1)[CH:6]=[N:7][OH:8].[Cl:14]N1C(=O)CCC1=O. (7) Given the product [C@H:19]12[CH2:24][C@H:22]([NH:21][CH2:20]1)[CH2:23][N:18]2[CH2:17][C:14]1[C:15]2[N:16]=[C:8]([CH:5]3[CH2:6][CH2:7][C:2]([CH3:33])([CH3:1])[CH2:3][CH2:4]3)[S:9][C:10]=2[N:11]=[C:12]([CH3:32])[N:13]=1, predict the reactants needed to synthesize it. The reactants are: [CH3:1][C:2]1([CH3:33])[CH2:7][CH2:6][CH:5]([C:8]2[S:9][C:10]3[N:11]=[C:12]([CH3:32])[N:13]=[C:14]([CH2:17][N:18]4[CH2:23][C@@H:22]5[CH2:24][C@H:19]4[CH2:20][N:21]5C(OC(C)(C)C)=O)[C:15]=3[N:16]=2)[CH2:4][CH2:3]1.FC(F)(F)C(O)=O.C(=O)(O)[O-].[Na+]. (8) Given the product [Cl:1][C:2]1[CH:3]=[CH:4][C:5]([N:8]([CH3:21])[S:9]([C:12]2[CH:13]=[CH:14][C:15]([C:16]([NH:33][C:30]3[S:31][CH:32]=[C:28]([C:23]4[CH:24]=[CH:25][CH:26]=[CH:27][N:22]=4)[N:29]=3)=[O:18])=[CH:19][CH:20]=2)(=[O:10])=[O:11])=[CH:6][CH:7]=1, predict the reactants needed to synthesize it. The reactants are: [Cl:1][C:2]1[CH:7]=[CH:6][C:5]([N:8]([CH3:21])[S:9]([C:12]2[CH:20]=[CH:19][C:15]([C:16]([OH:18])=O)=[CH:14][CH:13]=2)(=[O:11])=[O:10])=[CH:4][CH:3]=1.[N:22]1[CH:27]=[CH:26][CH:25]=[CH:24][C:23]=1[C:28]1[N:29]=[C:30]([NH2:33])[S:31][CH:32]=1. (9) Given the product [S:9]1[C:10]2[CH:16]=[CH:15][CH:14]=[CH:13][C:11]=2[N:12]=[C:8]1[CH2:7][CH:2]1[CH2:3][CH2:4][CH2:5][CH2:6][N:1]1[C:25]([C:24]1[CH:28]=[CH:29][CH:30]=[CH:31][C:23]=1[C:21]1[O:20][N:19]=[C:18]([CH3:17])[N:22]=1)=[O:26], predict the reactants needed to synthesize it. The reactants are: [NH:1]1[CH2:6][CH2:5][CH2:4][CH2:3][CH:2]1[CH2:7][C:8]1[S:9][C:10]2[CH:16]=[CH:15][CH:14]=[CH:13][C:11]=2[N:12]=1.[CH3:17][C:18]1[N:22]=[C:21]([C:23]2[CH:31]=[CH:30][CH:29]=[CH:28][C:24]=2[C:25](O)=[O:26])[O:20][N:19]=1. (10) Given the product [O:2]1[C:3]2[CH:9]=[CH:8][C:7]([O:10][CH2:16][CH2:15][CH2:14][Cl:13])=[CH:6][C:4]=2[O:5][CH2:1]1, predict the reactants needed to synthesize it. The reactants are: [CH2:1]1[O:5][C:4]2[CH:6]=[C:7]([OH:10])[CH:8]=[CH:9][C:3]=2[O:2]1.[H-].[Na+].[Cl:13][CH2:14][CH2:15][CH2:16]I.[Na+].[Cl-].